Predict which catalyst facilitates the given reaction. From a dataset of Catalyst prediction with 721,799 reactions and 888 catalyst types from USPTO. (1) Reactant: FC(F)(F)C(O)=O.[NH:8]1[C:17]2[CH2:16][NH:15][CH2:14][CH2:13][C:12]=2[CH:11]=[CH:10][C:9]1=[O:18].C(N(CC)CC)C.[C:26](O[C:26]([O:28][C:29]([CH3:32])([CH3:31])[CH3:30])=[O:27])([O:28][C:29]([CH3:32])([CH3:31])[CH3:30])=[O:27].O. Product: [O:18]=[C:9]1[CH:10]=[CH:11][C:12]2[CH2:13][CH2:14][N:15]([C:26]([O:28][C:29]([CH3:32])([CH3:31])[CH3:30])=[O:27])[CH2:16][C:17]=2[NH:8]1. The catalyst class is: 1. (2) Reactant: [C:1]([O:5][C:6]([NH:8][C:9]1[CH:10]=[C:11]([C:15]([NH:17][C:18]2[N:19]=[C:20]([C:24]([NH:26][C:27]3[CH:28]=[C:29]([C:33]([NH:35][C:36]4[CH:37]=[C:38]([C:42]([O:44]C)=[O:43])[N:39]([CH3:41])[CH:40]=4)=[O:34])[N:30]([CH3:32])[CH:31]=3)=[O:25])[N:21]([CH3:23])[CH:22]=2)=[O:16])[N:12]([CH3:14])[CH:13]=1)=[O:7])([CH3:4])([CH3:3])[CH3:2].[Li+].[OH-]. Product: [C:1]([O:5][C:6]([NH:8][C:9]1[CH:10]=[C:11]([C:15]([NH:17][C:18]2[N:19]=[C:20]([C:24]([NH:26][C:27]3[CH:28]=[C:29]([C:33]([NH:35][C:36]4[CH:37]=[C:38]([C:42]([OH:44])=[O:43])[N:39]([CH3:41])[CH:40]=4)=[O:34])[N:30]([CH3:32])[CH:31]=3)=[O:25])[N:21]([CH3:23])[CH:22]=2)=[O:16])[N:12]([CH3:14])[CH:13]=1)=[O:7])([CH3:4])([CH3:2])[CH3:3]. The catalyst class is: 287. (3) Reactant: [C:1]([C:5]([CH2:7][N:8]1[C:14]2[CH:15]=[CH:16][CH:17]=[CH:18][C:13]=2[N:12]([CH:19]2[CH2:24][CH2:23][CH2:22][CH2:21][CH2:20]2)[CH2:11][C@@H:10]([NH:25]C(OC(C)(C)C)=O)[C:9]1=[O:33])=[O:6])([CH3:4])([CH3:3])[CH3:2].Cl.O.C(OCC)C. Product: [C:1]([C:5]([CH2:7][N:8]1[C:14]2[CH:15]=[CH:16][CH:17]=[CH:18][C:13]=2[N:12]([CH:19]2[CH2:24][CH2:23][CH2:22][CH2:21][CH2:20]2)[CH2:11][C@@H:10]([NH2:25])[C:9]1=[O:33])=[O:6])([CH3:4])([CH3:2])[CH3:3]. The catalyst class is: 8. (4) Reactant: [N:1]1([CH2:8][CH2:9][O:10][C:11]2[CH:16]=[CH:15][C:14]([C:17]([C:20]3[C:29]4[C:24](=[CH:25][C:26]([O:30][Si:31]([C:34]([CH3:37])([CH3:36])[CH3:35])([CH3:33])[CH3:32])=[CH:27][CH:28]=4)[O:23][CH2:22][C:21]=3[C:38]3[CH:43]=[CH:42][C:41]([O:44][Si:45]([C:48]([CH3:51])([CH3:50])[CH3:49])([CH3:47])[CH3:46])=[CH:40][C:39]=3O)([OH:19])[CH3:18])=[CH:13][CH:12]=2)[CH2:7][CH2:6][CH2:5][CH2:4][CH2:3][CH2:2]1.Cl. Product: [C:34]([Si:31]([CH3:32])([CH3:33])[O:30][C:26]1[CH:27]=[CH:28][C:29]2[C:20]3[C:17]([C:14]4[CH:15]=[CH:16][C:11]([O:10][CH2:9][CH2:8][N:1]5[CH2:2][CH2:3][CH2:4][CH2:5][CH2:6][CH2:7]5)=[CH:12][CH:13]=4)([CH3:18])[O:19][C:39]4[CH:40]=[C:41]([O:44][Si:45]([C:48]([CH3:50])([CH3:51])[CH3:49])([CH3:47])[CH3:46])[CH:42]=[CH:43][C:38]=4[C:21]=3[CH2:22][O:23][C:24]=2[CH:25]=1)([CH3:35])([CH3:36])[CH3:37]. The catalyst class is: 727. (5) Product: [Cl:19][C:20]1[C:29]([C:30]2[NH:1][C:2]3[CH:3]=[C:4]([N:10]4[CH2:11][CH2:12][N:13]([C:16](=[O:18])[CH3:17])[CH2:14][CH2:15]4)[CH:5]=[C:6]([CH3:9])[C:7]=3[N:8]=2)=[C:28]([Cl:32])[C:27]2[C:22](=[CH:23][CH:24]=[CH:25][CH:26]=2)[N:21]=1. The catalyst class is: 5. Reactant: [NH2:1][C:2]1[CH:3]=[C:4]([N:10]2[CH2:15][CH2:14][N:13]([C:16](=[O:18])[CH3:17])[CH2:12][CH2:11]2)[CH:5]=[C:6]([CH3:9])[C:7]=1[NH2:8].[Cl:19][C:20]1[C:29]([CH:30]=O)=[C:28]([Cl:32])[C:27]2[C:22](=[CH:23][CH:24]=[CH:25][CH:26]=2)[N:21]=1. (6) Reactant: [Cl:1][C:2]1[CH:3]=[CH:4][C:5]([O:33][C:34]([CH2:41][CH3:42])([C:37]([O:39]C)=[O:38])[CH2:35][CH3:36])=[C:6]([CH:8]2[CH2:13][C:12](=[O:14])[NH:11][CH:10]([C:15]3[CH:20]=[C:19]([Cl:21])[CH:18]=[CH:17][C:16]=3[CH3:22])[C:9]32[C:30]2[C:25](=[CH:26][C:27]([Cl:31])=[CH:28][CH:29]=2)[NH:24][C:23]3=[O:32])[CH:7]=1.[Li+].[OH-].O. Product: [Cl:31][C:27]1[CH:26]=[C:25]2[NH:24][C:23](=[O:32])[C:9]3([CH:8]([C:6]4[CH:7]=[C:2]([Cl:1])[CH:3]=[CH:4][C:5]=4[O:33][C:34]([CH2:41][CH3:42])([C:37]([OH:39])=[O:38])[CH2:35][CH3:36])[CH2:13][C:12](=[O:14])[NH:11][CH:10]3[C:15]3[CH:20]=[C:19]([Cl:21])[CH:18]=[CH:17][C:16]=3[CH3:22])[C:30]2=[CH:29][CH:28]=1. The catalyst class is: 5. (7) Reactant: O.[NH2:2][NH2:3].[CH2:4]([O:6][C:7](=[O:19])[C:8](=O)[CH2:9][C:10](=O)[C:11]1[CH:12]=[N:13][CH:14]=[CH:15][CH:16]=1)[CH3:5]. Product: [CH2:4]([O:6][C:7]([C:8]1[CH:9]=[C:10]([C:11]2[CH:12]=[N:13][CH:14]=[CH:15][CH:16]=2)[NH:3][N:2]=1)=[O:19])[CH3:5]. The catalyst class is: 8. (8) Reactant: [CH3:1][O:2][CH2:3][O:4][CH2:5][C:6]1[O:7][C:8]2[CH:14]=[CH:13][C:12]([CH:15]=O)=[CH:11][C:9]=2[CH:10]=1.[NH2:17][C:18]1[CH:26]=[C:25]([F:27])[CH:24]=[C:23]([F:28])[C:19]=1[C:20]([NH2:22])=[O:21].S([O-])(O)=O.[Na+].O.C1(C)C=CC(S(O)(=O)=O)=CC=1. Product: [F:28][C:23]1[CH:24]=[C:25]([F:27])[CH:26]=[C:18]2[C:19]=1[C:20](=[O:21])[NH:22][C:15]([C:12]1[CH:13]=[CH:14][C:8]3[O:7][C:6]([CH2:5][O:4][CH2:3][O:2][CH3:1])=[CH:10][C:9]=3[CH:11]=1)=[N:17]2. The catalyst class is: 80. (9) Reactant: [CH2:1]([C:7]([CH2:9][CH2:10][CH2:11][CH2:12][CH2:13][CH3:14])=O)[CH2:2][CH2:3][CH2:4][CH2:5][CH3:6].C([O-])(=O)C.[NH4+].C([BH3-])#[N:21].[Na+]. Product: [CH2:1]([CH:7]([NH2:21])[CH2:9][CH2:10][CH2:11][CH2:12][CH2:13][CH3:14])[CH2:2][CH2:3][CH2:4][CH2:5][CH3:6]. The catalyst class is: 5.